This data is from Reaction yield outcomes from USPTO patents with 853,638 reactions. The task is: Predict the reaction yield, written as a fraction of the theoretical maximum amount of product (1.0 means a 100% yield; for example, 0.34 means a 34% yield). (1) The catalyst is CN1CCCC1=O.C1(C)C=CC=CC=1.C(OCC)(=O)C. The reactants are [F:1][C:2]1[CH:7]=[CH:6][C:5]([F:8])=[CH:4][C:3]=1[C:9]([N:11]([CH2:15][C:16]1[N:20]([CH2:21][CH2:22][CH3:23])[C:19]2[CH:24]=[CH:25][C:26]([CH2:28]Cl)=[CH:27][C:18]=2[N:17]=1)[CH2:12][CH2:13][CH3:14])=[O:10].[NH:30]1[CH2:35][CH2:34][O:33][CH2:32][CH2:31]1. The product is [F:1][C:2]1[CH:7]=[CH:6][C:5]([F:8])=[CH:4][C:3]=1[C:9]([N:11]([CH2:15][C:16]1[N:20]([CH2:21][CH2:22][CH3:23])[C:19]2[CH:24]=[CH:25][C:26]([CH2:28][N:30]3[CH2:35][CH2:34][O:33][CH2:32][CH2:31]3)=[CH:27][C:18]=2[N:17]=1)[CH2:12][CH2:13][CH3:14])=[O:10]. The yield is 0.700. (2) The reactants are Cl.O1CCOCC1.[CH2:8]([O:10][C:11]([CH2:13][CH2:14][C:15]1[S:16][C:17]2[CH:18]=[CH:19][C:20]3[CH:41]=[CH:40][CH:39]=[CH:38][C:21]=3[C:22](=[C:25]3[CH2:30][CH2:29][N:28](C(OC(C)(C)C)=O)[CH2:27][CH2:26]3)[C:23]=2[CH:24]=1)=[O:12])[CH3:9]. The catalyst is O1CCOCC1. The product is [NH:28]1[CH2:29][CH2:30][C:25](=[C:22]2[C:21]3[CH:38]=[CH:39][CH:40]=[CH:41][C:20]=3[CH:19]=[CH:18][C:17]3[S:16][C:15]([CH2:14][CH2:13][C:11]([O:10][CH2:8][CH3:9])=[O:12])=[CH:24][C:23]2=3)[CH2:26][CH2:27]1. The yield is 0.880. (3) The product is [CH2:1]([O:8][C:9]1[CH:14]=[C:13]([O:15][CH2:16][C:17]2[CH:22]=[CH:21][CH:20]=[CH:19][CH:18]=2)[C:12]([CH:23]([CH3:25])[CH3:24])=[CH:11][C:10]=1[C:26]1[O:30][N:29]=[C:28]([C:31]([NH:33][CH2:34][CH3:35])=[O:32])[C:27]=1[C:36]1[N:40]=[C:39]([N:46]([CH3:47])[CH3:45])[O:38][N:37]=1)[C:2]1[CH:3]=[CH:4][CH:5]=[CH:6][CH:7]=1. No catalyst specified. The reactants are [CH2:1]([O:8][C:9]1[CH:14]=[C:13]([O:15][CH2:16][C:17]2[CH:22]=[CH:21][CH:20]=[CH:19][CH:18]=2)[C:12]([CH:23]([CH3:25])[CH3:24])=[CH:11][C:10]=1[C:26]1[O:30][N:29]=[C:28]([C:31]([NH:33][CH2:34][CH3:35])=[O:32])[C:27]=1[C:36]1[N:40]=[C:39](C(Cl)(Cl)Cl)[O:38][N:37]=1)[C:2]1[CH:7]=[CH:6][CH:5]=[CH:4][CH:3]=1.[CH3:45][NH:46][CH3:47]. The yield is 0.820. (4) The product is [O:19]1[CH:20]=[CH:21][CH:22]=[C:18]1[CH2:17][CH2:16][C:13]1[CH:12]=[CH:11][C:10]([CH2:9][OH:8])=[CH:15][CH:14]=1. The reactants are O1CCCC1.C([O:8][C:9](=O)[C:10]1[CH:15]=[CH:14][C:13]([CH2:16][CH2:17][C:18]2[O:19][CH:20]=[CH:21][CH:22]=2)=[CH:12][C:11]=1CC)C.[H-].C([Al+]CC(C)C)C(C)C.C(C(C(C([O-])=O)O)O)([O-])=O.[Na+].[K+]. The catalyst is C(OCC)(=O)C. The yield is 0.990. (5) The reactants are [N+:1]([CH:3](S(C1C=CC(C)=CC=1)(=O)=O)[C:4]1[CH:12]=[CH:11][C:7]2[O:8][CH2:9][O:10][C:6]=2[CH:5]=1)#[C-:2].[CH3:23][C:24]1[N:29]=[C:28]([CH:30]=[O:31])[CH:27]=[CH:26][CH:25]=1.C(=O)([O-])[O-].[K+].[K+].O. The catalyst is CO.C(Cl)Cl. The product is [O:8]1[C:7]2[CH:11]=[CH:12][C:4]([C:3]3[N:1]=[CH:2][O:31][C:30]=3[C:28]3[CH:27]=[CH:26][CH:25]=[C:24]([CH3:23])[N:29]=3)=[CH:5][C:6]=2[O:10][CH2:9]1. The yield is 0.220. (6) The reactants are [F:1][C:2]1[CH:3]=[C:4]2[C:9](=[CH:10][CH:11]=1)[N:8]=[C:7]([NH:12][C:13](=[O:17])OCC)[C:6]([O:18][CH3:19])=[N:5]2.[Cl:20][C:21]1[CH:22]=[C:23]([N:27]2[CH2:32][CH2:31][NH:30][CH2:29][CH2:28]2)[CH:24]=[CH:25][CH:26]=1. No catalyst specified. The product is [F:1][C:2]1[CH:3]=[C:4]2[C:9](=[CH:10][CH:11]=1)[N:8]=[C:7]([NH:12][C:13]([N:30]1[CH2:29][CH2:28][N:27]([C:23]3[CH:24]=[CH:25][CH:26]=[C:21]([Cl:20])[CH:22]=3)[CH2:32][CH2:31]1)=[O:17])[C:6]([O:18][CH3:19])=[N:5]2. The yield is 0.820.